The task is: Predict the product of the given reaction.. This data is from Forward reaction prediction with 1.9M reactions from USPTO patents (1976-2016). Given the reactants [CH3:1][C:2]1[CH:7]=[C:6]([N:8]2[CH2:13][CH2:12][C:11](=O)[CH2:10][CH2:9]2)[CH:5]=[CH:4][N:3]=1.[C:15](=[O:18])([O-])[O-].[NH4+:19].[NH4+:20].[C-]#N.[Na+].O.[CH2:25]([OH:27])C, predict the reaction product. The product is: [CH3:1][C:2]1[CH:7]=[C:6]([N:8]2[CH2:13][CH2:12][C:11]3([NH:20][C:25](=[O:27])[NH:19][C:15]3=[O:18])[CH2:10][CH2:9]2)[CH:5]=[CH:4][N:3]=1.